This data is from Human Reference Interactome with 51,813 positive PPI pairs across 8,248 proteins, plus equal number of experimentally-validated negative pairs. The task is: Binary Classification. Given two protein amino acid sequences, predict whether they physically interact or not. (1) Protein 1 (ENSG00000101844) has sequence MESVLSKYEDQITIFTDYLEEYPDTDELVWILGKQHLLKTEKSKLLSDISARLWFTYRRKFSPIGGTGPSSDAGWGCMLRCGQMMLAQALICRHLGRDWSWEKQKEQPKEYQRILQCFLDRKDCCYSIHQMAQMGVGEGKSIGEWFGPNTVAQVLKKLALFDEWNSLAVYVSMDNTVVIEDIKKMCRVLPLSADTAGDRPPDSLTASNQSKGTSAYCSAWKPLLLIVPLRLGINQINPVYVDAFKECFKMPQSLGALGGKPNNAYYFIGFLGDELIFLDPHTTQTFVDTEENGTVNDQTF.... Protein 2 (ENSG00000139112) has sequence MKFQYKEDHPFEYRKKEGEKIRKKYPDRVPVIVEKAPKARVPDLDKRKYLVPSDLTVGQFYFLIRKRIHLRPEDALFFFVNNTIPPTSATMGQLYEDNHEEDYFLYVAYSDESVYGK*MKFQYKEDHPFEYRKKEGEKIRKKYPDRVPVIVEKAPKARVPDLDKRKYLVPSDLTVGQFYFLIRKRIHLRPEDALFFFVNNTIPPTSATMGQLYEVMVLVAQYWMPSSAVWHPLALVLDALITHLRSGAEGVIYPDPLTYGSVRL*MKFQYKEDHPFEYRKKEGEKIRKKYPDRVPLASST.... Result: 1 (the proteins interact). (2) Result: 1 (the proteins interact). Protein 1 (ENSG00000107566) has sequence MNMTQARVLVAAVVGLVAVLLYASIHKIEEGHLAVYYRGGALLTSPSGPGYHIMLPFITTFRSVQTTLQTDEVKNVPCGTSGGVMIYIDRIEVVNMLAPYAVFDIVRNYTADYDKTLIFNKIHHELNQFCSAHTLQEVYIELFDQIDENLKQALQKDLNLMAPGLTIQAVRVTKPKIPEAIRRNFELMEAEKTKLLIAAQKQKVVEKEAETERKKAVIEAEKIAQVAKIRFQQKVMEKETEKRISEIEDAAFLAREKAKADAEYYAAHKYATSNKMNMTQARVLVAAVVGLVAVLLYASI.... Protein 2 (ENSG00000121542) has sequence MSMILSASVIRVRDGLPLSASTDYEQSTGMQECRKYFKMLSRKLAQLPDRCTLKTGHYNINFISSLGVSYMMLCTENYPNVLAFSFLDELQKEFITTYNMMKTNTAVRPYCFIEFDNFIQRTKQRYNNPRSLSTKINLSDMQTEIKLRPPYQISMCELGSANGVTSAFSVDCKGAGKISSAHQRLEPATLSGIVGFILSLLCGALNLIRGFHAIESLLQSDGDDFNYIIAFFLGTAACLYQCYLLVYYTGWRNVKSFLTFGLICLCNMYLYELRNLWQLFFHVTVGAFVTLQIWLRQAQG.... (3) Protein 1 (ENSG00000011295) has sequence MFRLLSWSLGRGFLRAAGRRCRGCSARLLPGLAGGPGPEVQVPPSRVAPHGRGPGLLPLLAALAWFSRPAAAEEEEQQGADGAAAEDGADEAEAEIIQLLKRAKLSIMKDEPEEAELILHDALRLAYQTDNKKAITYTYDLMANLAFIRGQLENAEQLFKATMSYLLGGGMKQEDNAIIEISLKLASIYAAQNRQEFAVAGYEFCISTLEEKIEREKELAEDIMSVEEKANTHLLLGMCLDACARYLLFSKQPSQAQRMYEKALQISEEIQGERHPQTIVLMSDLATTLDAQGRFDEAYI.... Protein 2 (ENSG00000198931) has sequence MADSELQLVEQRIRSFPDFPTPGVVFRDISPVLKDPASFRAAIGLLARHLKATHGGRIDYIAGLDSRGFLFGPSLAQELGLGCVLIRKRGKLPGPTLWASYSLEYGKAELEIQKDALEPGQRVVVVDDLLATGGTMNAACELLGRLQAEVLECVSLVELTSLKGREKLAPVPFFSLLQYE*MADSELQLVEQRIRSFPDFPTPGVVFRDISPVLKDPASFRAAIGLLARHLKATHGGRIDYIAGLDSRGFLFGPSLAQELGLGCVLIRKRGKLPGPTLWASYSLEYGKAELEIQKDALEP.... Result: 1 (the proteins interact). (4) Result: 0 (the proteins do not interact). Protein 2 (ENSG00000137478) has sequence MQKLASQYLKRDWPGVKADDRNDYRSMYPVWKSFLEGTMQVAQSRMNICENYKNFISEPARTVRSLKEQQLKRCVDQLTKIQTELQETVKDLAKGKKKYFETEQMAHAVREKADIEAKSKLSLFQSRISLQKASVKLKARRSECNSKATHARNDYLLTLAAANAHQDRYYQTDLVNIMKALDGNVYDHLKDYLIAFSRTELETCQAVQNTFQFLLENSSKVVRDYNLQLFLQENAVFHKPQPFQFQPCDSDTSRQLESETGTTEEHSLNKEARKWATRVAREHKNIVHQQRVLNDLECHG.... Protein 1 (ENSG00000131788) has sequence MAELGELKHMVMSFRVSELQVLLGFAGRNKSGRKHELLAKALHLLKSSCAPSVQMKIKELYRRRFPRKTLGPSDLSLLSLPPGTSPPVHPDVTMKPLPFYEVYGELIRPTTLASTSSQRFEEAHFTFALTPQQVQQILTSREVLPGAKCDYTIQVQLRFCLCETSCPQEDYFPPNLFVKVNGKLCPLPGYLPPTKNGAEPKRPSRPINITPLARLSATVPNTIVVNWSSEFGRNYSLSVYLVRQLTAGTLLQKLRAKGIRNPDHSRALIKEKLTADPDSEVATTSLRVSLMCPLGKMRLT.... (5) Protein 1 (ENSG00000188191) has sequence MASPPACPSEEDESLKGCELYVQLHGIQQVLKDCIVHLCISKPERPMKFLREHFEKLEKEENRQILARQKSNSQSDSHDEEVSPTPPNPVVKARRRRGGVSAEVYTEEDAVSYVRKVIPKDYKTMTALAKAISKNVLFAHLDDNERSDIFDAMFPVTHIAGETVIQQGNEGDNFYVVDQGEVDVYVNGEWVTNISEGGSFGELALIYGTPRAATVKAKTDLKLWGIDRDSYRRILMGSTLRKRKMYEEFLSKVSILESLEKWERLTVADALEPVQFEDGEKIVVQGEPGDDFYIITEGTA.... Protein 2 (ENSG00000266714) has sequence XFAEVLGVECRGGSTLELSLKSEQLVLHTARARAIEALVELFLNELKKDSGYVIALRSYITDNCSLLSFHRGDLIKLLPVATLEPGWQFGSAGGRSGLFPADIVQPAAAPDFSFSKEQRSGWHKGQLSNGEPGLARWDRASEVRKMGEGQAEARPA*XKQVTGHPRPEHCTRGWSFLSLLTGFFPPSTRLMPYLTKFLQDSGPSQELARSSQEHLQRTVKYGGRRRMPPPGEMKAFLKGQAIRLLLIHLPGGVDYRTNIQTFTVAAEVQEELCRQMGITEPQEVQEFALFLIKEKSKLGD.... Result: 1 (the proteins interact). (6) Protein 1 (ENSG00000132475) has sequence MARTKQTARKSTGGKAPRKQLATKAARKSAPSTGGVKKPHRYRPGTVALREIRRYQKSTELLIRKLPFQRLVREIAQDFKTDLRFQSAAIGALQEASEAYLVGLFEDTNLCAIHAKRVTIMPKDIQLARRIRGERA*MARTKQTARKSTGGKAPRKQLATKAARKSAPSTGGVKKPHRYRPGTVALREIRRYQKSTELLIRKLPFQRLVREIAQDFKTDLRFQSAAIGALQEASEAYLVGLFEDTNLCAIHAKRVTIMPKDIQLARRIRMARTKQTARKSTGGKAPRKQLATKAARKSAP.... Protein 2 (ENSG00000113732) has sequence MAYHGLTVPLIVMSVFWGFVGFLVPWFIPKGPNRGWLIAILAQLNPLFGPQLKNETIWYLKYHWP*MAYHGLTVPLIVMSVFWGFVGFLVPWFIPKGPNRGVIITMLVTCSVCCYLFWLIAILAQLNPLFGPQLKNETIWYLKYHWP*MAYHGLTVPLIVMSVFWGFVGFLVPWFIPKGPNRGVIITMLVTCSVCCYLLSREENAF*. Result: 0 (the proteins do not interact). (7) Protein 1 (ENSG00000129991) has sequence MADGSSDAAREPRPAPAPIRRRSSNYRAYATEPHAKKKSKISASRKLQLKTLLLQIAKQELEREAEERRGEKGRALSTRCQPLELAGLGFAELQDLCRQLHARVDKVDEERYDIEAKVTKNITEIADLTQKIFDLRGKFKRPTLRRVRISADAMMQALLGARAKESLDLRAHLKQVKKEDTEKENREVGDWRKNIDALSGMEGRKKKFES*MILPCSISPWQKKSKISASRKLQLKPRVGCASLPPLCRLCCCRLQSKSWSERRRSGAMILPCSISPWQKKSKISASRKLQLKTLLLQIA.... Protein 2 (ENSG00000152377) has sequence DDYFRNWNPNKPFDQALDPSKDPCLKVKCSPHKVCVTQDYQTALCVSRKHLLPRQKKGNVAQKHWVGPSNLVKCKPCPVAQSAMVCGSDGHSYTSKCKLEFHACSTGKSLATLCDGPCPCLPEPEPPKHKAERSACTDKELRNLASRLKDWFGALHEDANRVIKPTSSNTAQGRFDTSILPICKDSLGWMFNKLDMNYDLLLDPSEINAIYLDKYEPCIKPLFNSCDSFKDGKLSNNEWCYCFQKPGGLPCQNEMNRIQKLSKGKSLLGAFIPRCNEEGYYKATQCHGSTGQCWCVDKYG.... Result: 0 (the proteins do not interact). (8) Protein 1 (ENSG00000123636) has sequence XIQQIRMEKELRAQQILEAKKKKKEEAANAKLLEAEKRIKEKEMRRQQAVLLKHQELERHRLDMERERRRQHMMLMKAMEARKKAEEKERLKQEKRDEKRLNKERKLEQRRLELEMAKELKKPNEDMCLADQKPLPELPRIPGLVLSGSTFSDCLMVVQFLRNFGKVLGFDVNIDVPNLSVLQEGLLNIGDSMGEVQDLLVRLLSAAVCDPMGQTKSTSSGGGNRKCNQEQSKNQPLDARVDKIKDKKPRKKAMESSSNSDSDSGTSSDTSSEGISSSDSDDLEEDEEEEDQSIEESEDD.... Protein 2 (ENSG00000149089) has sequence MSGCDAREGDCCSRRCGAQDKEHPRYLIPELCKQFYHLGWVTGTGGGISLKHGDEIYIAPSGVQKERIQPEDMFVCDINEKDISGPSPSKKLKKSQCTPLFMNAYTMRGAGAVIHTHSKAAVMATLLFPGREFKITHQEMIKGIKKCTSGGYYRYDDMLVVPIIENTPEEKDLKDRMAHAMNEYPDSCAVLVRRHGVYVWGETWEKAKTMCECYDYLFDIAVSMKKVGLDPSQLPVGENGIV*MFCVASDEIYIAPSGVQKERIQPEDMFVCDINEKDISGPSPSKKLKKSQCTPLFMNA.... Result: 1 (the proteins interact).